From a dataset of Peptide-MHC class I binding affinity with 185,985 pairs from IEDB/IMGT. Regression. Given a peptide amino acid sequence and an MHC pseudo amino acid sequence, predict their binding affinity value. This is MHC class I binding data. (1) The peptide sequence is LAIKNYYRKT. The MHC is HLA-A02:03 with pseudo-sequence HLA-A02:03. The binding affinity (normalized) is 0.179. (2) The peptide sequence is KIPNDNIIE. The MHC is HLA-B58:01 with pseudo-sequence HLA-B58:01. The binding affinity (normalized) is 0.0847. (3) The MHC is HLA-A02:01 with pseudo-sequence HLA-A02:01. The binding affinity (normalized) is 0.0847. The peptide sequence is APRTVALTA. (4) The binding affinity (normalized) is 0.485. The MHC is HLA-A68:02 with pseudo-sequence HLA-A68:02. The peptide sequence is GLAAAVVAV.